This data is from Human liver microsome stability data. The task is: Regression/Classification. Given a drug SMILES string, predict its absorption, distribution, metabolism, or excretion properties. Task type varies by dataset: regression for continuous measurements (e.g., permeability, clearance, half-life) or binary classification for categorical outcomes (e.g., BBB penetration, CYP inhibition). Dataset: hlm. (1) The drug is CC(C)(C)c1cc(NC(=O)N2CCCN(C(=O)N3CCOCC3)CC2)no1. The result is 0 (unstable in human liver microsomes). (2) The compound is O=C(CCOCCc1ccccc1)N[C@H]1CC[C@H](O)CC1. The result is 0 (unstable in human liver microsomes). (3) The compound is CN1CCN(c2cc(-c3ccccc3)nc(N)n2)CC1. The result is 0 (unstable in human liver microsomes). (4) The drug is CC(C)OC(=O)C1=CN(C(=O)c2ccc(OCCCN3CCCCC3)cc2)CC(C)(C)c2c1[nH]c1ccccc21. The result is 1 (stable in human liver microsomes).